The task is: Predict the reactants needed to synthesize the given product.. This data is from Retrosynthesis with 50K atom-mapped reactions and 10 reaction types from USPTO. Given the product Cc1cccc([N+](=O)[O-])c1Nc1ccc(Cc2ccccc2)cc1, predict the reactants needed to synthesize it. The reactants are: Cc1cccc([N+](=O)[O-])c1F.Nc1ccc(Cc2ccccc2)cc1.